This data is from Forward reaction prediction with 1.9M reactions from USPTO patents (1976-2016). The task is: Predict the product of the given reaction. (1) Given the reactants [C:1]1([N:7]2[C:11]([C:12]3[C:17](=[O:18])[CH:16]=[CH:15][N:14]([CH:19]4[CH2:24][CH2:23][NH:22][CH2:21][CH2:20]4)[N:13]=3)=[CH:10][CH:9]=[N:8]2)[CH:6]=[CH:5][CH:4]=[CH:3][CH:2]=1.C(N(CC)CC)C.[C:32](Cl)(=[O:34])[CH3:33], predict the reaction product. The product is: [C:32]([N:22]1[CH2:23][CH2:24][CH:19]([N:14]2[CH:15]=[CH:16][C:17](=[O:18])[C:12]([C:11]3[N:7]([C:1]4[CH:2]=[CH:3][CH:4]=[CH:5][CH:6]=4)[N:8]=[CH:9][CH:10]=3)=[N:13]2)[CH2:20][CH2:21]1)(=[O:34])[CH3:33]. (2) Given the reactants C(OC(=O)[NH:10][C:11]([C:14]1[CH:19]=[CH:18][CH:17]=[C:16]([O:20][CH3:21])[CH:15]=1)([CH3:13])[CH3:12])C1C=CC=CC=1.CCO, predict the reaction product. The product is: [CH3:21][O:20][C:16]1[CH:15]=[C:14]([C:11]([NH2:10])([CH3:12])[CH3:13])[CH:19]=[CH:18][CH:17]=1. (3) Given the reactants [NH2:1][C:2]1[C:7]([OH:8])=[CH:6][CH:5]=[CH:4][N:3]=1.P(Cl)(Cl)(Cl)=O.[N:14]1[CH:19]=[CH:18][CH:17]=[CH:16][C:15]=1[C:20]1[C:21]([C:28](O)=O)=[C:22]2[CH2:27][CH2:26][CH2:25][N:23]2[N:24]=1, predict the reaction product. The product is: [N:14]1[CH:19]=[CH:18][CH:17]=[CH:16][C:15]=1[C:20]1[C:21]([C:28]2[O:8][C:7]3[C:2]([N:1]=2)=[N:3][CH:4]=[CH:5][CH:6]=3)=[C:22]2[CH2:27][CH2:26][CH2:25][N:23]2[N:24]=1. (4) Given the reactants C([O:4][CH2:5][C:6]1[C:7]([N:29]2[N:38]=[CH:37][C:36]3[C:31](=[C:32]([F:43])[CH:33]=[C:34]([C:39]([CH3:42])([CH3:41])[CH3:40])[CH:35]=3)[C:30]2=[O:44])=[N:8][CH:9]=[CH:10][C:11]=1[C:12]1[CH:17]=[C:16]([NH:18][C:19]2[CH:23]=[C:22]([CH3:24])[N:21]([CH2:25][CH3:26])[N:20]=2)[C:15](=[O:27])[N:14]([CH3:28])[CH:13]=1)(=O)C.[OH-].[Li+].C1COCC1.C(O)(C)C, predict the reaction product. The product is: [C:39]([C:34]1[CH:35]=[C:36]2[C:31](=[C:32]([F:43])[CH:33]=1)[C:30](=[O:44])[N:29]([C:7]1[C:6]([CH2:5][OH:4])=[C:11]([C:12]3[CH:17]=[C:16]([NH:18][C:19]4[CH:23]=[C:22]([CH3:24])[N:21]([CH2:25][CH3:26])[N:20]=4)[C:15](=[O:27])[N:14]([CH3:28])[CH:13]=3)[CH:10]=[CH:9][N:8]=1)[N:38]=[CH:37]2)([CH3:41])([CH3:40])[CH3:42]. (5) Given the reactants [CH3:1][C:2]1([CH3:17])[O:4][C:3]1(OC)[C:5]1[CH:10]=[CH:9][C:8]([S:11]([CH3:14])(=O)=O)=[CH:7][CH:6]=1.C1(COCC(O)=O)CC1, predict the reaction product. The product is: [CH3:1][CH:2]([CH3:17])[C:3]([C:5]1[CH:6]=[CH:7][C:8]([S:11][CH3:14])=[CH:9][CH:10]=1)=[O:4]. (6) The product is: [CH3:30][N:31]([C:4]([CH:6]=[N:7][C:8]1[CH:9]=[C:10]([NH:14][C:15]2[N:20]=[C:19]([NH:21][C:22]3[CH:27]=[CH:26][CH:25]=[C:24]([OH:28])[CH:23]=3)[C:18]([F:29])=[CH:17][N:16]=2)[CH:11]=[CH:12][CH:13]=1)=[O:5])[CH3:32]. Given the reactants C(O[C:4]([CH:6]=[N:7][C:8]1[CH:9]=[C:10]([NH:14][C:15]2[N:20]=[C:19]([NH:21][C:22]3[CH:27]=[CH:26][CH:25]=[C:24]([OH:28])[CH:23]=3)[C:18]([F:29])=[CH:17][N:16]=2)[CH:11]=[CH:12][CH:13]=1)=[O:5])C.[CH3:30][NH:31][CH3:32].N1C=CC(N)=NC=1N, predict the reaction product.